This data is from Catalyst prediction with 721,799 reactions and 888 catalyst types from USPTO. The task is: Predict which catalyst facilitates the given reaction. (1) Reactant: [C:1]([O:5][C:6]([N:8]1[CH2:12][CH:11]([C:13]2[CH:18]=[CH:17][CH:16]=[CH:15][CH:14]=2)[CH2:10][C@H:9]1[C:19]1[NH:23][N:22]=[N:21][N:20]=1)=[O:7])([CH3:4])([CH3:3])[CH3:2].C([O-])([O-])=O.[K+].[K+].[CH2:30](Br)[C:31]1[CH:36]=[CH:35][CH:34]=[CH:33][CH:32]=1. Product: [C:1]([O:5][C:6]([N:8]1[CH2:12][CH:11]([C:13]2[CH:18]=[CH:17][CH:16]=[CH:15][CH:14]=2)[CH2:10][C@H:9]1[C:19]1[N:20]=[N:21][N:22]([CH2:30][C:31]2[CH:36]=[CH:35][CH:34]=[CH:33][CH:32]=2)[N:23]=1)=[O:7])([CH3:4])([CH3:2])[CH3:3]. The catalyst class is: 508. (2) Reactant: Cl[CH2:2][CH2:3][CH2:4][CH2:5][C:6]([C:8]1[CH:13]=[CH:12][CH:11]=[CH:10][CH:9]=1)=[O:7].[C:14]1(=[O:24])[NH:18][C:17](=[O:19])[C:16]2=[CH:20][CH:21]=[CH:22][CH:23]=[C:15]12.C(=O)([O-])[O-].[K+].[K+].C(OC(C)C)(C)C. Product: [O:7]=[C:6]([C:8]1[CH:13]=[CH:12][CH:11]=[CH:10][CH:9]=1)[CH2:5][CH2:4][CH2:3][CH2:2][N:18]1[C:14](=[O:24])[C:15]2[C:16](=[CH:20][CH:21]=[CH:22][CH:23]=2)[C:17]1=[O:19]. The catalyst class is: 35. (3) Reactant: [C:1]1([CH2:7][O:8][N:9]2[C:15](=[O:16])[N:14]3[CH2:17][C@H:10]2[CH2:11][CH2:12][C@H:13]3[C:18]([OH:20])=O)[CH:6]=[CH:5][CH:4]=[CH:3][CH:2]=1.C(N(CC)CC)C.[I-].ClC1C=CC=C[N+]=1C.[NH2:37][CH:38]1[CH2:43][CH2:42][N:41]([C:44]([O:46][C:47]([CH3:50])([CH3:49])[CH3:48])=[O:45])[CH2:40][CH2:39]1. Product: [CH2:7]([O:8][N:9]1[C:15](=[O:16])[N:14]2[CH2:17][C@H:10]1[CH2:11][CH2:12][C@H:13]2[C:18]([NH:37][CH:38]1[CH2:39][CH2:40][N:41]([C:44]([O:46][C:47]([CH3:50])([CH3:49])[CH3:48])=[O:45])[CH2:42][CH2:43]1)=[O:20])[C:1]1[CH:2]=[CH:3][CH:4]=[CH:5][CH:6]=1. The catalyst class is: 4. (4) Reactant: [H-].[Na+].[Cl:3][C:4]1[C:13]([Cl:14])=[CH:12][CH:11]=[C:10]2[C:5]=1[CH:6]=[CH:7][NH:8][C:9]2=[O:15].Br[CH2:17][CH:18]1[CH2:23][CH2:22][N:21]([C:24]([O:26][C:27]([CH3:30])([CH3:29])[CH3:28])=[O:25])[CH2:20][CH2:19]1. Product: [Cl:3][C:4]1[C:13]([Cl:14])=[CH:12][CH:11]=[C:10]2[C:5]=1[CH:6]=[CH:7][N:8]([CH2:17][CH:18]1[CH2:23][CH2:22][N:21]([C:24]([O:26][C:27]([CH3:28])([CH3:30])[CH3:29])=[O:25])[CH2:20][CH2:19]1)[C:9]2=[O:15]. The catalyst class is: 42.